From a dataset of Full USPTO retrosynthesis dataset with 1.9M reactions from patents (1976-2016). Predict the reactants needed to synthesize the given product. (1) Given the product [Cl:20][C:13]1[C:14]([F:19])=[CH:15][CH:16]=[C:17]([Cl:18])[C:12]=1[CH:10]([O:9][C:4]1[C:5]([NH2:8])=[N:6][CH:7]=[C:2]([C:25]2[CH:26]=[CH:27][C:22]([P:34]([CH3:35])([CH3:33])=[O:36])=[CH:23][C:24]=2[O:31][CH3:32])[CH:3]=1)[CH3:11], predict the reactants needed to synthesize it. The reactants are: Br[C:2]1[CH:3]=[C:4]([O:9][CH:10]([C:12]2[C:17]([Cl:18])=[CH:16][CH:15]=[C:14]([F:19])[C:13]=2[Cl:20])[CH3:11])[C:5]([NH2:8])=[N:6][CH:7]=1.Br[C:22]1[CH:27]=[CH:26][C:25](B(O)O)=[C:24]([O:31][CH3:32])[CH:23]=1.[CH3:33][PH:34](=[O:36])[CH3:35]. (2) Given the product [C:12]([C:9]1[CH:10]=[CH:11][C:6]([C:4](=[O:5])[CH:3]=[CH:2][C:14]2[N:15]([CH2:19][O:20][CH2:21][CH2:22][Si:23]([CH3:24])([CH3:26])[CH3:25])[CH:16]=[CH:17][N:18]=2)=[CH:7][CH:8]=1)#[N:13], predict the reactants needed to synthesize it. The reactants are: O[CH:2]([C:14]1[N:15]([CH2:19][O:20][CH2:21][CH2:22][Si:23]([CH3:26])([CH3:25])[CH3:24])[CH:16]=[CH:17][N:18]=1)[CH2:3][C:4]([C:6]1[CH:11]=[CH:10][C:9]([C:12]#[N:13])=[CH:8][CH:7]=1)=[O:5].C1(C)C=CC(S([O-])(=O)=O)=CC=1.[NH+]1C=CC=CC=1.C([O-])(O)=O.[Na+]. (3) The reactants are: Cl[C:2]1[CH:7]=[C:6]([C:8]2[C:17]3[C:12](=[CH:13][CH:14]=[CH:15][CH:16]=3)[N:11]=[CH:10][CH:9]=2)[N:5]=[C:4]([NH:18][C:19]2[CH:24]=[CH:23][C:22]([C:25]([F:28])([F:27])[F:26])=[CH:21][CH:20]=2)[N:3]=1.[NH4+:29].[OH-].O. Given the product [N:11]1[C:12]2[C:17](=[CH:16][CH:15]=[CH:14][CH:13]=2)[C:8]([C:6]2[N:5]=[C:4]([NH:18][C:19]3[CH:24]=[CH:23][C:22]([C:25]([F:28])([F:27])[F:26])=[CH:21][CH:20]=3)[N:3]=[C:2]([NH2:29])[CH:7]=2)=[CH:9][CH:10]=1, predict the reactants needed to synthesize it. (4) Given the product [CH3:1][O:2][C:3](=[O:20])[C@H:4]([CH2:5][CH:6]=[O:24])[C@H:8]([O:19][Si:33]([C:29]([CH3:32])([CH3:31])[CH3:30])([CH3:36])[CH3:35])[CH2:9][CH2:10][O:11][CH2:12][C:13]1[CH:14]=[CH:15][CH:16]=[CH:17][CH:18]=1, predict the reactants needed to synthesize it. The reactants are: [CH3:1][O:2][C:3](=[O:20])[C@@H:4]([C@H:8]([OH:19])[CH2:9][CH2:10][O:11][CH2:12][C:13]1[CH:18]=[CH:17][CH:16]=[CH:15][CH:14]=1)[CH2:5][CH:6]=C.C[SiH]([O:24]C(C)(C)C)C.[C:29]([Si:33]([CH3:36])([CH3:35])Cl)([CH3:32])([CH3:31])[CH3:30].N1C=CN=C1.N1C(C)=CC=CC=1C. (5) Given the product [C:7]([C:6]1[CH:5]=[C:4]([C:23](=[O:24])[CH2:22][Cl:21])[S:3][CH:2]=1)(=[O:10])[CH3:8], predict the reactants needed to synthesize it. The reactants are: Br[C:2]1[S:3][C:4](Cl)=[C:5](Cl)[C:6]=1[C:7](=[O:10])[CH2:8]Cl.C(C1C=CSC=1)(=O)C.[Cl:21][CH2:22][C:23](Cl)=[O:24]. (6) Given the product [CH2:19]([N:11]1[C:12]2[CH:17]=[CH:16][C:15]([CH3:18])=[CH:14][C:13]=2[C:7](=[O:8])[C:6]2[N:5]([CH3:10])[N:4]=[CH:3][C:2]1=2)[CH3:20], predict the reactants needed to synthesize it. The reactants are: I[C:2]1[CH:3]=[N:4][N:5]([CH3:10])[C:6]=1[C:7](O)=[O:8].[NH2:11][C:12]1[CH:17]=[CH:16][C:15]([CH3:18])=[CH:14][CH:13]=1.[CH2:19](OCC)[CH3:20].[OH-].[Na+]. (7) Given the product [N:16]([CH:7]1[C:3]2[C:2](=[N:1][CH:6]=[CH:5][CH:4]=2)[CH2:11][CH2:10][C:9]2[CH:12]=[CH:13][CH:14]=[CH:15][C:8]1=2)=[C:17]=[S:18], predict the reactants needed to synthesize it. The reactants are: [N:1]1[CH:6]=[CH:5][CH:4]=[C:3]2[CH:7]([NH2:16])[C:8]3[CH:15]=[CH:14][CH:13]=[CH:12][C:9]=3[CH2:10][CH2:11][C:2]=12.[C:17](=S)=[S:18].C(Cl)CCl.